This data is from Reaction yield outcomes from USPTO patents with 853,638 reactions. The task is: Predict the reaction yield, written as a fraction of the theoretical maximum amount of product (1.0 means a 100% yield; for example, 0.34 means a 34% yield). (1) The product is [Br:16][C:17]1[N:18]=[C:19]([NH:23][N:24]=[C:2]2[CH2:8][CH2:7][CH2:6][N:5]([C:9]([O:11][C:12]([CH3:15])([CH3:14])[CH3:13])=[O:10])[CH2:4][CH2:3]2)[CH:20]=[CH:21][CH:22]=1. The reactants are O=[C:2]1[CH2:8][CH2:7][CH2:6][N:5]([C:9]([O:11][C:12]([CH3:15])([CH3:14])[CH3:13])=[O:10])[CH2:4][CH2:3]1.[Br:16][C:17]1[CH:22]=[CH:21][CH:20]=[C:19]([NH:23][NH2:24])[N:18]=1. The catalyst is CCOCC. The yield is 0.990. (2) The reactants are [CH3:1][O:2][C:3]1[CH:17]=[CH:16][C:6]2[N:7]([CH2:12][C:13]([OH:15])=O)[C:8](=[O:11])[CH2:9][O:10][C:5]=2[CH:4]=1.[Li].[C:19]1([C:34]2[CH:39]=[CH:38][CH:37]=[CH:36][CH:35]=2)[CH:24]=[CH:23][C:22]([CH:25]([NH:32][CH3:33])[CH2:26][N:27]2[CH2:31][CH2:30][CH2:29][CH2:28]2)=[CH:21][CH:20]=1.C(N(CC)CC)C.F[P-](F)(F)(F)(F)F.N1(O[P+](N(C)C)(N(C)C)N(C)C)C2C=CC=CC=2N=N1.FC(F)(F)C(O)=O. The catalyst is CC#N.O.CN(C=O)C. The product is [C:19]1([C:34]2[CH:35]=[CH:36][CH:37]=[CH:38][CH:39]=2)[CH:24]=[CH:23][C:22]([CH:25]([N:32]([CH3:33])[C:13](=[O:15])[CH2:12][N:7]2[C:6]3[CH:16]=[CH:17][C:3]([O:2][CH3:1])=[CH:4][C:5]=3[O:10][CH2:9][C:8]2=[O:11])[CH2:26][N:27]2[CH2:31][CH2:30][CH2:29][CH2:28]2)=[CH:21][CH:20]=1. The yield is 0.560. (3) The catalyst is ClCCl. The yield is 0.890. The reactants are [F:1][C:2]1[CH:3]=[C:4]([CH:7]=[C:8]([O:11]C)[C:9]=1[OH:10])[CH:5]=[O:6].B(Br)(Br)Br. The product is [F:1][C:2]1[CH:3]=[C:4]([CH:7]=[C:8]([OH:11])[C:9]=1[OH:10])[CH:5]=[O:6]. (4) The reactants are Br[CH2:2][C:3]([C:5]1[CH:10]=[CH:9][C:8]([Br:11])=[CH:7][C:6]=1[F:12])=[O:4].[CH3:13][O:14][C:15]([NH:17][C@@H:18]1[CH:26]2[C:27](=[O:34])[CH2:28][C@H:29]([C:31]([OH:33])=[O:32])[CH2:30][N:24]3[C:25]2=[C:21]([CH:22]=[CH:23]3)[CH2:20][CH2:19]1)=[O:16].C(N(C(C)C)CC)(C)C. The product is [Br:11][C:8]1[CH:9]=[CH:10][C:5]([C:3](=[O:4])[CH2:2][O:33][C:31]([C@@H:29]2[CH2:30][N:24]3[C:25]4[CH:26]([C@@H:18]([NH:17][C:15]([O:14][CH3:13])=[O:16])[CH2:19][CH2:20][C:21]=4[CH:22]=[CH:23]3)[C:27](=[O:34])[CH2:28]2)=[O:32])=[C:6]([F:12])[CH:7]=1. The yield is 0.870. The catalyst is C(#N)C.